Dataset: Catalyst prediction with 721,799 reactions and 888 catalyst types from USPTO. Task: Predict which catalyst facilitates the given reaction. (1) Reactant: OC1C(=O)NN=C(CCC2C=CC=CC=2)C=1.C([O:24][C:25]1[CH:26]=[C:27]([C:39]#[C:40][C:41]2[CH:48]=[CH:47][C:44]([C:45]#[N:46])=[CH:43][CH:42]=2)[N:28]=[N:29][C:30]=1[O:31]CC1C=CC=CC=1)C1C=CC=CC=1.O1CCCC1. Product: [OH:24][C:25]1[C:30](=[O:31])[NH:29][N:28]=[C:27]([CH2:39][CH2:40][C:41]2[CH:48]=[CH:47][C:44]([C:45]#[N:46])=[CH:43][CH:42]=2)[CH:26]=1. The catalyst class is: 5. (2) Reactant: [NH2:1][C@H:2]([C:5]1[N:14]([C:15]2[CH:20]=[CH:19][CH:18]=[C:17]([O:21][CH2:22][C:23]([F:26])([F:25])[F:24])[CH:16]=2)[C:13](=[O:27])[C:12]2[C:7](=[CH:8][CH:9]=[CH:10][C:11]=2[F:28])[N:6]=1)[CH2:3][CH3:4].Cl[C:30]1[CH:35]=[CH:34][N:33]=[C:32]2[NH:36][CH:37]=[N:38][C:31]=12.C(N(C(C)C)CC)(C)C. Product: [N:38]1[C:31]2[C:32](=[N:33][CH:34]=[CH:35][C:30]=2[NH:1][C@H:2]([C:5]2[N:14]([C:15]3[CH:20]=[CH:19][CH:18]=[C:17]([O:21][CH2:22][C:23]([F:26])([F:24])[F:25])[CH:16]=3)[C:13](=[O:27])[C:12]3[C:7](=[CH:8][CH:9]=[CH:10][C:11]=3[F:28])[N:6]=2)[CH2:3][CH3:4])[NH:36][CH:37]=1. The catalyst class is: 218. (3) Reactant: [N:1]1([CH2:7][CH2:8][CH2:9][O:10][N:11]=[CH:12][C:13]2[CH:18]=[CH:17][C:16]([Cl:19])=[C:15]([Cl:20])[CH:14]=2)[CH2:6][CH2:5][O:4][CH2:3][CH2:2]1. Product: [Cl:20][C:15]1[CH:14]=[C:13]([CH:18]=[CH:17][C:16]=1[Cl:19])[CH2:12][NH:11][O:10][CH2:9][CH2:8][CH2:7][N:1]1[CH2:2][CH2:3][O:4][CH2:5][CH2:6]1. The catalyst class is: 411.